Predict the reactants needed to synthesize the given product. From a dataset of Full USPTO retrosynthesis dataset with 1.9M reactions from patents (1976-2016). (1) Given the product [F:1][C:2]1[CH:10]=[C:9]([C:11]([F:14])([F:13])[F:12])[CH:8]=[CH:7][C:3]=1[C:4]([NH:15][C:16]1[CH:17]=[CH:18][C:19]([C:20]([O:22][CH3:23])=[O:21])=[CH:24][CH:25]=1)=[O:5], predict the reactants needed to synthesize it. The reactants are: [F:1][C:2]1[CH:10]=[C:9]([C:11]([F:14])([F:13])[F:12])[CH:8]=[CH:7][C:3]=1[C:4](Cl)=[O:5].[NH2:15][C:16]1[CH:25]=[CH:24][C:19]([C:20]([O:22][CH3:23])=[O:21])=[CH:18][CH:17]=1.N1C=CC=CC=1.O. (2) Given the product [Cl:22][C:6]1[CH:5]=[C:4]([C:23]2[CH:28]=[CH:27][C:26]([C:29]([N:31]3[CH2:36][CH2:35][CH:34]([C:37]([F:38])([F:40])[F:39])[CH2:33][CH2:32]3)=[O:30])=[CH:25][CH:24]=2)[CH:3]=[C:2]([Cl:1])[C:7]=1[CH2:8][C@@H:9]1[CH2:13][CH2:12][N:11]([C@H:14]2[CH2:19][CH2:18][C@H:17]([O:20][S:49]([CH3:48])(=[O:51])=[O:50])[CH2:16][CH2:15]2)[C:10]1=[O:21], predict the reactants needed to synthesize it. The reactants are: [Cl:1][C:2]1[CH:3]=[C:4]([C:23]2[CH:28]=[CH:27][C:26]([C:29]([N:31]3[CH2:36][CH2:35][CH:34]([C:37]([F:40])([F:39])[F:38])[CH2:33][CH2:32]3)=[O:30])=[CH:25][CH:24]=2)[CH:5]=[C:6]([Cl:22])[C:7]=1[CH2:8][C@@H:9]1[CH2:13][CH2:12][N:11]([C@H:14]2[CH2:19][CH2:18][C@H:17]([OH:20])[CH2:16][CH2:15]2)[C:10]1=[O:21].C(N(CC)CC)C.[CH3:48][S:49](Cl)(=[O:51])=[O:50]. (3) Given the product [OH:14][C:10]1[C:9]([C:6]#[N:7])=[N:5][CH:13]=[CH:12][CH:11]=1, predict the reactants needed to synthesize it. The reactants are: C([O-])(=O)C.[NH4+:5].[C-:6]#[N:7].[K+].[CH:9](=O)[C:10]1[O:14][CH:13]=[CH:12][CH:11]=1.Br.BrBr.S(=O)(O)[O-].[Na+].